This data is from Forward reaction prediction with 1.9M reactions from USPTO patents (1976-2016). The task is: Predict the product of the given reaction. (1) Given the reactants [CH3:1][N:2]1[C:10]2[CH:9]=[CH:8][CH:7]=[CH:6][C:5]=2[C:4]2[CH2:11][N:12]([CH2:15][CH2:16][C:17]#[N:18])[CH2:13][CH2:14][C:3]1=2.[H][H], predict the reaction product. The product is: [CH3:1][N:2]1[C:10]2[CH:9]=[CH:8][CH:7]=[CH:6][C:5]=2[C:4]2[CH2:11][N:12]([CH2:15][CH2:16][CH2:17][NH2:18])[CH2:13][CH2:14][C:3]1=2. (2) Given the reactants [NH2:1][C:2]1[CH:3]=[C:4]([C@H:21]2[CH2:23][C@H:22]2[C:24]([O:26]CC)=[O:25])[CH:5]=[CH:6][C:7]=1[N:8]([CH:15]1[CH2:20][CH2:19][CH2:18][CH2:17][CH2:16]1)[CH2:9][CH2:10][C:11]([F:14])([F:13])[F:12].[OH-].[Li+].Cl, predict the reaction product. The product is: [NH2:1][C:2]1[CH:3]=[C:4]([C@H:21]2[CH2:23][C@H:22]2[C:24]([OH:26])=[O:25])[CH:5]=[CH:6][C:7]=1[N:8]([CH:15]1[CH2:20][CH2:19][CH2:18][CH2:17][CH2:16]1)[CH2:9][CH2:10][C:11]([F:12])([F:13])[F:14]. (3) Given the reactants Cl[C:2]1[CH:7]=[C:6]([Cl:8])[N:5]=[C:4]([O:9][CH3:10])[N:3]=1.[OH:11][C:12]1[CH:21]=[C:20]([CH3:22])[C:15]2[NH:16][C:17](=[O:19])[O:18][C:14]=2[CH:13]=1.C(=O)([O-])[O-].[K+].[K+].O, predict the reaction product. The product is: [Cl:8][C:6]1[N:5]=[C:4]([O:9][CH3:10])[N:3]=[C:2]([O:11][C:12]2[CH:21]=[C:20]([CH3:22])[C:15]3[NH:16][C:17](=[O:19])[O:18][C:14]=3[CH:13]=2)[CH:7]=1.